This data is from NCI-60 drug combinations with 297,098 pairs across 59 cell lines. The task is: Regression. Given two drug SMILES strings and cell line genomic features, predict the synergy score measuring deviation from expected non-interaction effect. (1) Drug 1: CCC1=C2CN3C(=CC4=C(C3=O)COC(=O)C4(CC)O)C2=NC5=C1C=C(C=C5)O. Drug 2: CN(CCCl)CCCl.Cl. Cell line: RPMI-8226. Synergy scores: CSS=58.7, Synergy_ZIP=-7.62, Synergy_Bliss=-4.05, Synergy_Loewe=-0.173, Synergy_HSA=2.43. (2) Drug 1: CC1C(C(CC(O1)OC2CC(CC3=C2C(=C4C(=C3O)C(=O)C5=C(C4=O)C(=CC=C5)OC)O)(C(=O)CO)O)N)O.Cl. Drug 2: C1C(C(OC1N2C=NC(=NC2=O)N)CO)O. Cell line: NCI-H522. Synergy scores: CSS=18.8, Synergy_ZIP=-7.53, Synergy_Bliss=-1.70, Synergy_Loewe=2.38, Synergy_HSA=2.66. (3) Drug 1: CN1C(=O)N2C=NC(=C2N=N1)C(=O)N. Drug 2: CN1C=C(C=N1)C2=C3N=C(C(=C(N3N=C2)N)Br)C4CCCNC4. Cell line: UACC62. Synergy scores: CSS=24.8, Synergy_ZIP=-3.42, Synergy_Bliss=2.47, Synergy_Loewe=3.59, Synergy_HSA=5.55.